Predict which catalyst facilitates the given reaction. From a dataset of Catalyst prediction with 721,799 reactions and 888 catalyst types from USPTO. (1) Reactant: [C:1]([C:4]1[C:37](=[O:38])[C@@:8]2([CH3:39])[C:9]3[C:15]([OH:16])=[CH:14][C:13]([O:17][CH3:18])=[C:12]([C:19]([NH:21][CH2:22][C:23]4[C:28]([CH3:29])=[CH:27][C:26]([O:30][CH2:31][C:32]#[C:33][CH3:34])=[C:25]([CH3:35])[C:24]=4[CH3:36])=[O:20])[C:10]=3[O:11][C:7]2=[CH:6][C:5]=1[OH:40])(=O)[CH3:2].Cl.[CH3:42][O:43][NH2:44].C(=O)(O)[O-].[Na+]. Product: [CH2:31]([O:30][C:26]1[CH:27]=[C:28]([CH3:29])[C:23]([CH2:22][NH:21][C:19]([C:12]2[C:10]3[O:11][C:7]4[C@@:8]([CH3:39])([C:37](=[O:38])[C:4](/[C:1](=[N:44]/[O:43][CH3:42])/[CH3:2])=[C:5]([OH:40])[CH:6]=4)[C:9]=3[C:15]([OH:16])=[CH:14][C:13]=2[O:17][CH3:18])=[O:20])=[C:24]([CH3:36])[C:25]=1[CH3:35])[C:32]#[C:33][CH3:34]. The catalyst class is: 83. (2) Reactant: CCO[CH:4](OCC)[CH2:5][CH:6]([O:10]CC)OCC.C([O-])(=O)C.[NH4+:20].[C:21]1(C)[C:22](C)=[CH:23][CH:24]=[CH:25][CH:26]=1. Product: [N:20]1[C:21]2[CH2:26][CH2:4][CH2:5][C:6](=[O:10])[C:22]=2[CH:23]=[CH:24][CH:25]=1. The catalyst class is: 6. (3) Reactant: [Cl:1][C:2]1[CH:12]=[C:11]([NH:13][CH:14]2[CH2:17]C[CH2:15]2)[C:5]([C:6](OCC)=[O:7])=[CH:4][N:3]=1.O.[NH2:19][NH2:20]. Product: [Cl:1][C:2]1[CH:12]=[C:11]([NH:13][CH:14]([CH3:17])[CH3:15])[C:5]([C:6]([NH:19][NH2:20])=[O:7])=[CH:4][N:3]=1. The catalyst class is: 8. (4) Reactant: [CH2:1]([C:3]([F:30])([CH2:28][CH3:29])[CH2:4][N:5]1[CH2:10][CH2:9][CH:8]([CH2:11][O:12][C:13]2[CH:14]=[N:15][C:16]([C:19]3[CH:27]=[CH:26][C:22]([C:23](O)=[O:24])=[CH:21][CH:20]=3)=[N:17][CH:18]=2)[CH2:7][CH2:6]1)[CH3:2].[NH:31]1[CH2:38][CH2:37][CH2:36][C@H:32]1[C:33]([NH2:35])=[O:34].C1C=CC2N(O)N=NC=2C=1.C(Cl)CCl.CCN(C(C)C)C(C)C.[NH4+].[Cl-]. Product: [CH2:1]([C:3]([F:30])([CH2:28][CH3:29])[CH2:4][N:5]1[CH2:6][CH2:7][CH:8]([CH2:11][O:12][C:13]2[CH:14]=[N:15][C:16]([C:19]3[CH:27]=[CH:26][C:22]([C:23]([N:31]4[CH2:38][CH2:37][CH2:36][C@H:32]4[C:33]([NH2:35])=[O:34])=[O:24])=[CH:21][CH:20]=3)=[N:17][CH:18]=2)[CH2:9][CH2:10]1)[CH3:2]. The catalyst class is: 2. (5) Reactant: [CH3:1][O:2][C:3]1[CH:4]=[C:5]2[C:10](=[CH:11][C:12]=1[O:13][CH2:14][CH2:15][O:16][CH3:17])[N:9]=[CH:8][N:7]=[C:6]2[NH:18][C:19]1[C:20]([CH:22]=[C:23]([N:27]2[CH2:29][CH:28]2[CH3:30])[C:24](=[O:26])[CH:25]=1)=[O:21].[O:31]1CCC[CH2:32]1.CO. Product: [CH3:1][O:2][C:3]1[CH:4]=[C:5]2[C:10](=[CH:11][C:12]=1[O:13][CH2:14][CH2:15][O:16][CH3:17])[N:9]=[CH:8][N:7]=[C:6]2[NH:18][C:19]1[C:20]([CH:22]=[C:23]([NH:27][CH2:29][CH:28]([O:31][CH3:32])[CH3:30])[C:24](=[O:26])[CH:25]=1)=[O:21]. The catalyst class is: 6. (6) Reactant: [Cl:1][C:2]1[C:3]([C:25]2[CH:26]=[N:27][C:28]([O:31]C)=[CH:29][CH:30]=2)=[N:4][C:5]([NH:8][C:9]([C:11]2([C:14]3[CH:24]=[CH:23][C:17]4[O:18][C:19]([F:22])([F:21])[O:20][C:16]=4[CH:15]=3)[CH2:13][CH2:12]2)=[O:10])=[CH:6][CH:7]=1. Product: [Cl:1][C:2]1[CH:7]=[CH:6][C:5]([NH:8][C:9]([C:11]2([C:14]3[CH:24]=[CH:23][C:17]4[O:18][C:19]([F:22])([F:21])[O:20][C:16]=4[CH:15]=3)[CH2:12][CH2:13]2)=[O:10])=[N:4][C:3]=1[C:25]1[CH:30]=[CH:29][C:28](=[O:31])[NH:27][CH:26]=1. The catalyst class is: 393. (7) Reactant: [CH3:1][O:2][C:3]1[C:4](=[O:25])[C:5]([C:21]([O:23]C)=[O:22])=[N:6][N:7]([C:9]2[C:19]([F:20])=[CH:18][C:12]3[O:13][C:14]([F:17])([F:16])[O:15][C:11]=3[CH:10]=2)[CH:8]=1.[OH-].[Na+].Cl. Product: [CH3:1][O:2][C:3]1[C:4](=[O:25])[C:5]([C:21]([OH:23])=[O:22])=[N:6][N:7]([C:9]2[C:19]([F:20])=[CH:18][C:12]3[O:13][C:14]([F:16])([F:17])[O:15][C:11]=3[CH:10]=2)[CH:8]=1. The catalyst class is: 5.